Dataset: Aqueous solubility values for 9,982 compounds from the AqSolDB database. Task: Regression/Classification. Given a drug SMILES string, predict its absorption, distribution, metabolism, or excretion properties. Task type varies by dataset: regression for continuous measurements (e.g., permeability, clearance, half-life) or binary classification for categorical outcomes (e.g., BBB penetration, CYP inhibition). For this dataset (solubility_aqsoldb), we predict Y. (1) The compound is CCC(C)c1cc([N+](=O)[O-])cc([N+](=O)[O-])c1OC(C)=O. The Y is -2.25 log mol/L. (2) The molecule is O=[Mo](=O)([O-])[O-].O=[Mo](=O)([O-])[O-].[NH4+].[NH4+].[NH4+].[NH4+]. The Y is -2.58 log mol/L. (3) The drug is CCCCCCOc1ccc(-c2nc(-c3ccccc3)nc(-c3ccccc3)n2)c(O)c1. The Y is -9.15 log mol/L. (4) The drug is CC(C)=CCC1(C(C)C)C(=O)NC(=O)NC1=O. The Y is -2.59 log mol/L. (5) The drug is CCCCCCCCNC(=O)OCC1OC(O)C(O)C(O)C1O. The Y is -2.35 log mol/L. (6) The compound is CCCCCCCCCCCC(=O)OCCOCC(OCCO)C1OCC(OCCO)C1OCCO. The Y is -6.42 log mol/L. (7) The molecule is CCCCCCCCCCCCCC. The Y is -7.46 log mol/L.